Task: Regression. Given two drug SMILES strings and cell line genomic features, predict the synergy score measuring deviation from expected non-interaction effect.. Dataset: NCI-60 drug combinations with 297,098 pairs across 59 cell lines (1) Drug 1: CCC1(CC2CC(C3=C(CCN(C2)C1)C4=CC=CC=C4N3)(C5=C(C=C6C(=C5)C78CCN9C7C(C=CC9)(C(C(C8N6C)(C(=O)OC)O)OC(=O)C)CC)OC)C(=O)OC)O.OS(=O)(=O)O. Drug 2: CN1C2=C(C=C(C=C2)N(CCCl)CCCl)N=C1CCCC(=O)O.Cl. Cell line: SNB-19. Synergy scores: CSS=43.2, Synergy_ZIP=6.72, Synergy_Bliss=7.54, Synergy_Loewe=-48.1, Synergy_HSA=6.98. (2) Drug 1: C(CCl)NC(=O)N(CCCl)N=O. Drug 2: C(CN)CNCCSP(=O)(O)O. Cell line: HCC-2998. Synergy scores: CSS=18.4, Synergy_ZIP=4.15, Synergy_Bliss=2.34, Synergy_Loewe=4.25, Synergy_HSA=4.29. (3) Drug 1: CC1=C(C=C(C=C1)NC(=O)C2=CC=C(C=C2)CN3CCN(CC3)C)NC4=NC=CC(=N4)C5=CN=CC=C5. Drug 2: CC1CCC2CC(C(=CC=CC=CC(CC(C(=O)C(C(C(=CC(C(=O)CC(OC(=O)C3CCCCN3C(=O)C(=O)C1(O2)O)C(C)CC4CCC(C(C4)OC)OCCO)C)C)O)OC)C)C)C)OC. Cell line: NCI-H322M. Synergy scores: CSS=-9.76, Synergy_ZIP=4.93, Synergy_Bliss=-6.93, Synergy_Loewe=-15.1, Synergy_HSA=-17.6.